This data is from Full USPTO retrosynthesis dataset with 1.9M reactions from patents (1976-2016). The task is: Predict the reactants needed to synthesize the given product. (1) The reactants are: [F:1][C:2]1[CH:7]=[C:6]([CH2:8][C:9]([OH:11])=[O:10])[CH:5]=[CH:4][C:3]=1[C:12]1[CH:17]=[CH:16][CH:15]=[CH:14][CH:13]=1. Given the product [F:1][C:2]1[CH:7]=[C:6]([CH2:8][C:9]([O:11][CH2:7][CH2:2][CH2:3][CH3:4])=[O:10])[CH:5]=[CH:4][C:3]=1[C:12]1[CH:13]=[CH:14][CH:15]=[CH:16][CH:17]=1, predict the reactants needed to synthesize it. (2) Given the product [F:13][C:14]1[CH:19]=[C:18]([C:2]2[N:7]=[C:6]([C:8]([NH2:10])=[O:9])[C:5]([CH3:11])=[N:4][C:3]=2[CH3:12])[CH:17]=[CH:16][C:15]=1[OH:29], predict the reactants needed to synthesize it. The reactants are: Cl[C:2]1[N:7]=[C:6]([C:8]([NH2:10])=[O:9])[C:5]([CH3:11])=[N:4][C:3]=1[CH3:12].[F:13][C:14]1[CH:19]=[C:18](B2OC(C)(C)C(C)(C)O2)[CH:17]=[CH:16][C:15]=1[OH:29].P([O-])([O-])([O-])=O.[K+].[K+].[K+].C(O)C. (3) Given the product [Cl:1][C:2]1[CH:3]=[CH:4][C:5]([S:8][C:9]2[CH:14]=[CH:13][CH:12]=[C:11]([F:15])[C:10]=2/[CH:16]=[CH:17]/[C:18]([NH:21][CH2:22][CH2:23][CH2:24][CH2:25][OH:26])=[O:20])=[CH:6][CH:7]=1, predict the reactants needed to synthesize it. The reactants are: [Cl:1][C:2]1[CH:7]=[CH:6][C:5]([S:8][C:9]2[CH:14]=[CH:13][CH:12]=[C:11]([F:15])[C:10]=2/[CH:16]=[CH:17]/[C:18]([OH:20])=O)=[CH:4][CH:3]=1.[NH2:21][CH2:22][CH2:23][CH2:24][CH2:25][OH:26]. (4) Given the product [C:6]([O-:11])(=[O:10])[C:7]([O-:9])=[O:8].[Zr+4:2].[C:14]([O-:19])(=[O:18])[C:15]([O-:17])=[O:16], predict the reactants needed to synthesize it. The reactants are: [OH-].[Zr+4:2].[OH-].[OH-].[OH-].[C:6]([OH:11])(=[O:10])[C:7]([OH:9])=[O:8].O.O.[C:14]([OH:19])(=[O:18])[C:15]([OH:17])=[O:16].[O-2].[Zr+4].[O-2].